From a dataset of Forward reaction prediction with 1.9M reactions from USPTO patents (1976-2016). Predict the product of the given reaction. (1) Given the reactants CC1(C)[C:10]2[C:5](=[CH:6][C:7]([CH3:11])=[CH:8]C=2)[CH:4]([CH2:12][C:13]2C=C[C:16](C)=[CH:15][CH:14]=2)[CH:3]1C.[Cl-].[Cl-].[Cl-].[Al+3].[C:26](Cl)(=[O:28])[CH3:27], predict the reaction product. The product is: [C:26]([C:6]1[C:7]([CH3:8])([CH3:11])[C:12]2[C:4]([C:5]=1[CH3:10])=[CH:3][C:15]([CH3:16])=[CH:14][CH:13]=2)(=[O:28])[CH3:27]. (2) Given the reactants FC(F)(C(F)(F)C(F)(F)C(F)F)COC(=O)OCC(F)(F)C(F)(F)C(F)(F)C(F)F.FC(F)(C(F)(F)C(F)(F)C(F)F)C[NH:34][C:35](=[O:62])[O:36][CH2:37][C:38]1[CH:43]=[CH:42][CH:41]=[C:40]([CH2:44][O:45][C:46](=[O:61])[NH:47]CC(F)(F)C(F)(F)C(F)(F)C(F)F)[CH:39]=1, predict the reaction product. The product is: [C:46](=[O:61])([O:45][CH2:44][C:40]1[CH:41]=[CH:42][CH:43]=[C:38]([CH2:37][O:36][C:35](=[O:62])[NH2:34])[CH:39]=1)[NH2:47]. (3) The product is: [C:18]([O:17][C:15]([N:12]1[C:13]2[C:9](=[C:8]([CH2:22][CH2:23][C:24]([OH:27])([CH3:26])[CH3:25])[CH:7]=[C:6]([CH2:4][OH:3])[CH:14]=2)[CH:10]=[CH:11]1)=[O:16])([CH3:21])([CH3:20])[CH3:19]. Given the reactants C([O:3][C:4]([C:6]1[CH:14]=[C:13]2[C:9]([CH:10]=[CH:11][N:12]2[C:15]([O:17][C:18]([CH3:21])([CH3:20])[CH3:19])=[O:16])=[C:8]([CH2:22][CH2:23][C:24]([OH:27])([CH3:26])[CH3:25])[CH:7]=1)=O)C.[H-].C([Al+]CC(C)C)C(C)C, predict the reaction product.